This data is from Catalyst prediction with 721,799 reactions and 888 catalyst types from USPTO. The task is: Predict which catalyst facilitates the given reaction. (1) Reactant: [F:1][C:2]1[CH:3]=[C:4]([N:20]2[CH2:24][CH:23]([CH2:25][NH:26][C:27](=[O:29])[CH3:28])[O:22][C:21]2=[O:30])[CH:5]=[CH:6][C:7]=1[N:8]1[CH2:13][CH2:12][CH:11]([CH2:14][C:15]2[NH:19][N:18]=[N:17][N:16]=2)[CH2:10][CH2:9]1.[H-].[Na+].[CH3:33]I. Product: [CH3:33][N:17]1[N:18]=[N:19][C:15]([CH2:14][CH:11]2[CH2:10][CH2:9][N:8]([C:7]3[CH:6]=[CH:5][C:4]([N:20]4[CH2:24][C@H:23]([CH2:25][NH:26][C:27](=[O:29])[CH3:28])[O:22][C:21]4=[O:30])=[CH:3][C:2]=3[F:1])[CH2:13][CH2:12]2)=[N:16]1. The catalyst class is: 1. (2) Reactant: [NH2:1][C@@H:2]([C:5]1[C:6]([Cl:33])=[C:7]([C:11]2[CH:16]=[CH:15][CH:14]=[C:13]([CH2:17][O:18][C:19]3[CH:24]=[CH:23][CH:22]=[CH:21][C:20]=3[CH2:25][C:26]([O:28]C(C)(C)C)=[O:27])[CH:12]=2)[CH:8]=[CH:9][CH:10]=1)[CH2:3][OH:4].C(O)(C(F)(F)F)=O. Product: [NH2:1][C@@H:2]([C:5]1[C:6]([Cl:33])=[C:7]([C:11]2[CH:16]=[CH:15][CH:14]=[C:13]([CH2:17][O:18][C:19]3[CH:24]=[CH:23][CH:22]=[CH:21][C:20]=3[CH2:25][C:26]([OH:28])=[O:27])[CH:12]=2)[CH:8]=[CH:9][CH:10]=1)[CH2:3][OH:4]. The catalyst class is: 2.